From a dataset of Catalyst prediction with 721,799 reactions and 888 catalyst types from USPTO. Predict which catalyst facilitates the given reaction. Reactant: [OH:1][CH2:2][C:3]1[C:4]([CH2:10][CH2:11][CH3:12])=[C:5]([OH:9])[CH:6]=[CH:7][CH:8]=1.CO.[Br-:15].[Br-].[Br-].C([N+](CCCC)(CCCC)CCCC)CCC.C([N+](CCCC)(CCCC)CCCC)CCC.C([N+](CCCC)(CCCC)CCCC)CCC. Product: [Br:15][C:8]1[CH:7]=[CH:6][C:5]([OH:9])=[C:4]([CH2:10][CH2:11][CH3:12])[C:3]=1[CH2:2][OH:1]. The catalyst class is: 4.